Task: Predict the product of the given reaction.. Dataset: Forward reaction prediction with 1.9M reactions from USPTO patents (1976-2016) Given the reactants Cl.Cl.[OH:3][C@@H:4]1[CH2:11][N:10]([CH2:12][CH2:13][CH2:14][N:15]2[C:21](=[O:22])[CH2:20][CH2:19][NH:18][CH2:17][CH2:16]2)[CH2:9][CH2:8][C:5]21[CH2:7][CH2:6]2.[Cl:23][C:24]1[CH:25]=[C:26]([N:31]=[C:32]=[O:33])[CH:27]=[CH:28][C:29]=1[Cl:30], predict the reaction product. The product is: [Cl:23][C:24]1[CH:25]=[C:26]([NH:31][C:32]([N:18]2[CH2:19][CH2:20][C:21](=[O:22])[N:15]([CH2:14][CH2:13][CH2:12][N:10]3[CH2:9][CH2:8][C:5]4([CH2:6][CH2:7]4)[C@H:4]([OH:3])[CH2:11]3)[CH2:16][CH2:17]2)=[O:33])[CH:27]=[CH:28][C:29]=1[Cl:30].